Dataset: Catalyst prediction with 721,799 reactions and 888 catalyst types from USPTO. Task: Predict which catalyst facilitates the given reaction. (1) The catalyst class is: 9. Reactant: [Br:1][C:2]1[CH:3]=[C:4]2[C:9](=[CH:10][CH:11]=1)[N:8]=[C:7]([CH3:12])[C:6]([S:13]([CH3:16])(=[O:15])=[O:14])=[C:5]2Cl.[NH:18]1[CH2:23][CH2:22][O:21][CH2:20][CH2:19]1.C(N(CC)C(C)C)(C)C. Product: [Br:1][C:2]1[CH:3]=[C:4]2[C:9](=[CH:10][CH:11]=1)[N:8]=[C:7]([CH3:12])[C:6]([S:13]([CH3:16])(=[O:15])=[O:14])=[C:5]2[N:18]1[CH2:23][CH2:22][O:21][CH2:20][CH2:19]1. (2) Reactant: [Cl:1][C:2]1[C:3]([O:13][CH2:14][C:15]([F:18])([F:17])[F:16])=[N:4][CH:5]=[C:6]([CH:12]=1)[C:7](OCC)=[O:8].[Li+].[BH4-].CO. Product: [Cl:1][C:2]1[CH:12]=[C:6]([CH2:7][OH:8])[CH:5]=[N:4][C:3]=1[O:13][CH2:14][C:15]([F:16])([F:17])[F:18]. The catalyst class is: 28.